Task: Predict the product of the given reaction.. Dataset: Forward reaction prediction with 1.9M reactions from USPTO patents (1976-2016) (1) Given the reactants [Cl:1][C:2]1[C:7]([O:8][CH3:9])=[CH:6][CH:5]=[CH:4][C:3]=1[C@@H:10]1[C:16]2[CH:17]=[C:18]([C:21]([F:24])([F:23])[F:22])[CH:19]=[CH:20][C:15]=2[N:14]2[C:25]([C:28]([F:31])([F:30])[F:29])=[N:26][N:27]=[C:13]2[C@@H:12]([CH2:32][C:33]([O:35][CH2:36][CH3:37])=[O:34])[O:11]1.CCCCCC, predict the reaction product. The product is: [Cl:1][C:2]1[C:7]([O:8][CH3:9])=[CH:6][CH:5]=[CH:4][C:3]=1[C@@H:10]1[C:16]2[CH:17]=[C:18]([C:21]([F:22])([F:23])[F:24])[CH:19]=[CH:20][C:15]=2[N:14]2[C:25]([C:28]([F:31])([F:29])[F:30])=[N:26][N:27]=[C:13]2[C@@H:12]([CH2:32][C:33]([O:35][CH2:36][CH3:37])=[O:34])[O:11]1.[Cl:1][C:2]1[C:7]([O:8][CH3:9])=[CH:6][CH:5]=[CH:4][C:3]=1[C@H:10]1[C:16]2[CH:17]=[C:18]([C:21]([F:22])([F:23])[F:24])[CH:19]=[CH:20][C:15]=2[N:14]2[C:25]([C:28]([F:31])([F:29])[F:30])=[N:26][N:27]=[C:13]2[C@H:12]([CH2:32][C:33]([O:35][CH2:36][CH3:37])=[O:34])[O:11]1. (2) Given the reactants [Cl:1][C:2]1[CH:7]=[CH:6][C:5]([C:8]2[C:13]([CH3:14])=[CH:12][N:11]=[C:10]([F:15])[CH:9]=2)=[CH:4][CH:3]=1.[Br:16]N1C(=O)CCC1=O.N(C(C)(C)C#N)=NC(C)(C)C#N, predict the reaction product. The product is: [Br:16][CH2:14][C:13]1[C:8]([C:5]2[CH:4]=[CH:3][C:2]([Cl:1])=[CH:7][CH:6]=2)=[CH:9][C:10]([F:15])=[N:11][CH:12]=1. (3) Given the reactants [OH:1][C:2]1[CH:11]=[CH:10][CH:9]=[C:8]2[C:3]=1[CH:4]=[CH:5][N:6]=[CH:7]2.[Br:12][C:13]1[CH:14]=[C:15]([CH:23]=[CH:24][CH:25]=[O:26])[CH:16]=[C:17]([O:21][CH3:22])[C:18]=1[O:19][CH3:20].N1CCOCC1, predict the reaction product. The product is: [Br:12][C:13]1[CH:14]=[C:15]([CH:23]2[C:11]3[C:2](=[C:3]4[CH:4]=[CH:5][N:6]=[CH:7][C:8]4=[CH:9][CH:10]=3)[O:1][CH:25]([OH:26])[CH2:24]2)[CH:16]=[C:17]([O:21][CH3:22])[C:18]=1[O:19][CH3:20]. (4) Given the reactants [C:1]([CH2:3][C@@H:4]1[CH2:8][CH2:7][C@H:6]([NH:9][C:10]([C:12]2[C:20]3[C:15](=[N:16][CH:17]=[C:18]([C:21]4[C:29]5[C:24](=[CH:25][C:26]([F:30])=[CH:27][CH:28]=5)[N:23]([CH3:31])[N:22]=4)[N:19]=3)[N:14](COCC[Si](C)(C)C)[CH:13]=2)=[O:11])[CH2:5]1)#[N:2].FC(F)(F)C(O)=O.C(N)CN, predict the reaction product. The product is: [C:1]([CH2:3][C@@H:4]1[CH2:8][CH2:7][C@H:6]([NH:9][C:10]([C:12]2[C:20]3[C:15](=[N:16][CH:17]=[C:18]([C:21]4[C:29]5[C:24](=[CH:25][C:26]([F:30])=[CH:27][CH:28]=5)[N:23]([CH3:31])[N:22]=4)[N:19]=3)[NH:14][CH:13]=2)=[O:11])[CH2:5]1)#[N:2].